From a dataset of Reaction yield outcomes from USPTO patents with 853,638 reactions. Predict the reaction yield, written as a fraction of the theoretical maximum amount of product (1.0 means a 100% yield; for example, 0.34 means a 34% yield). (1) The reactants are [C:1]1([C:7]2[O:8][C:9]([C:36]([F:39])([F:38])[F:37])=[C:10]([C:12]([NH:14][CH2:15][CH2:16][C:17]([NH:19][C:20]3[CH:25]=[CH:24][C:23]([C@H:26]4[CH2:31][CH2:30][C@H:29]([CH2:32][C:33]([OH:35])=O)[CH2:28][CH2:27]4)=[CH:22][CH:21]=3)=[O:18])=[O:13])[N:11]=2)[CH:6]=[CH:5][CH:4]=[CH:3][CH:2]=1.ClC(OC(C)C)=O.C([N:49](CC)CC)C.N. The catalyst is O1CCOCC1.O.C(OCC)(=O)C.CN(C=O)C.C(Cl)Cl. The product is [C:33]([CH2:32][C@H:29]1[CH2:30][CH2:31][C@H:26]([C:23]2[CH:22]=[CH:21][C:20]([NH:19][C:17]([CH2:16][CH2:15][NH:14][C:12]([C:10]3[N:11]=[C:7]([C:1]4[CH:2]=[CH:3][CH:4]=[CH:5][CH:6]=4)[O:8][C:9]=3[C:36]([F:39])([F:38])[F:37])=[O:13])=[O:18])=[CH:25][CH:24]=2)[CH2:27][CH2:28]1)(=[O:35])[NH2:49]. The yield is 0.930. (2) The reactants are [NH2:1][C:2]1[CH:11]=[CH:10][C:9]([N:12]([C:17]2[C:36]([CH:37]3[CH2:39][CH2:38]3)=[CH:35][C:20]3[C:21]([C:31](=[O:34])[NH:32][CH3:33])=[C:22]([C:24]4[CH:29]=[CH:28][C:27]([F:30])=[CH:26][CH:25]=4)[O:23][C:19]=3[CH:18]=2)[S:13]([CH3:16])(=[O:15])=[O:14])=[CH:8][C:3]=1[C:4]([O:6][CH3:7])=[O:5].C1C(=O)N([Cl:47])C(=O)C1. The catalyst is CN(C=O)C.CCOC(C)=O. The product is [NH2:1][C:2]1[C:11]([Cl:47])=[CH:10][C:9]([N:12]([C:17]2[C:36]([CH:37]3[CH2:39][CH2:38]3)=[CH:35][C:20]3[C:21]([C:31](=[O:34])[NH:32][CH3:33])=[C:22]([C:24]4[CH:25]=[CH:26][C:27]([F:30])=[CH:28][CH:29]=4)[O:23][C:19]=3[CH:18]=2)[S:13]([CH3:16])(=[O:15])=[O:14])=[CH:8][C:3]=1[C:4]([O:6][CH3:7])=[O:5]. The yield is 0.990. (3) The reactants are Br[C:2]1[N:7]=[C:6]([C:8]([OH:10])=[O:9])[CH:5]=[CH:4][CH:3]=1.[F:11][C:12]1[CH:17]=[CH:16][CH:15]=[CH:14][C:13]=1B(O)O. The catalyst is C1C=CC(P(C2C=CC=CC=2)[C-]2C=CC=C2)=CC=1.C1C=CC(P(C2C=CC=CC=2)[C-]2C=CC=C2)=CC=1.Cl[Pd]Cl.[Fe+2].C(Cl)Cl. The product is [F:11][C:12]1[CH:17]=[CH:16][CH:15]=[CH:14][C:13]=1[C:2]1[N:7]=[C:6]([C:8]([OH:10])=[O:9])[CH:5]=[CH:4][CH:3]=1. The yield is 0.930. (4) The reactants are [Br:1][C:2]1[CH:3]=[N:4][C:5]([CH2:8][C:9]([O:11][CH2:12][CH3:13])=[O:10])=[N:6][CH:7]=1.[Li+].[CH3:15]C([N-]C(C)C)C.IC.O. The catalyst is C1COCC1.C1COCC1.CCCCCCC.C(C1C=CC=CC=1)C. The product is [Br:1][C:2]1[CH:7]=[N:6][C:5]([CH:8]([CH3:15])[C:9]([O:11][CH2:12][CH3:13])=[O:10])=[N:4][CH:3]=1. The yield is 0.790. (5) The reactants are [Br:1][C:2]1[CH:3]=[C:4]([CH:7]=[C:8]([O:11][CH2:12][CH3:13])[C:9]=1[OH:10])[CH:5]=[O:6].[H-].[Na+].[CH2:16](Cl)[O:17][CH3:18].CCOC(C)=O. The catalyst is CN(C=O)C. The product is [Br:1][C:2]1[CH:3]=[C:4]([CH:7]=[C:8]([O:11][CH2:12][CH3:13])[C:9]=1[O:10][CH2:16][O:17][CH3:18])[CH:5]=[O:6]. The yield is 0.593. (6) The reactants are C(O[C:4]([C:6]1[N:7]([CH2:16][C:17]([F:20])([F:19])[F:18])[C:8]2[C:13]([CH:14]=1)=[CH:12][C:11]([OH:15])=[CH:10][CH:9]=2)=[O:5])C.F[B-](F)(F)F.N1(OC(N(C)C)=[N+](C)C)C2C=CC=CC=2N=N1.[NH:43]1[CH2:48][CH2:47][O:46][CH2:45][CH2:44]1.C(N(C(C)C)C(C)C)C. The catalyst is CN(C)C=O.C(OCC)(=O)C. The product is [OH:15][C:11]1[CH:12]=[C:13]2[C:8](=[CH:9][CH:10]=1)[N:7]([CH2:16][C:17]([F:18])([F:19])[F:20])[C:6]([C:4]([N:43]1[CH2:48][CH2:47][O:46][CH2:45][CH2:44]1)=[O:5])=[CH:14]2. The yield is 0.740. (7) The reactants are C(OC([NH:8][CH2:9][CH:10]([C:15]1[CH:20]=[CH:19][C:18]([Cl:21])=[CH:17][CH:16]=1)[C:11]([O:13][CH3:14])=[O:12])=O)(C)(C)C.Cl. The catalyst is O1CCOCC1.CCOCC. The product is [ClH:21].[NH2:8][CH2:9][CH:10]([C:15]1[CH:16]=[CH:17][C:18]([Cl:21])=[CH:19][CH:20]=1)[C:11]([O:13][CH3:14])=[O:12]. The yield is 0.890. (8) The reactants are C(N1CCN(C2C=CC([NH:20][C:21]3[C:26]([F:27])=[CH:25][N:24]=[C:23](Cl)[N:22]=3)=CC=2)CC1)C1C=CC=CC=1.[CH2:29]1[CH2:39][O:38][C:37]2[CH:36]=[CH:35][C:33]([NH2:34])=[CH:32][C:31]=2[O:30]1. No catalyst specified. The product is [CH2:29]1[CH2:39][O:38][C:37]2[CH:36]=[CH:35][C:33]([NH:34][C:23]3[N:22]=[C:21]([NH2:20])[C:26]([F:27])=[CH:25][N:24]=3)=[CH:32][C:31]=2[O:30]1. The yield is 0.630. (9) The reactants are [Br:1][C:2]1[CH:7]=[C:6]([C:8]([F:11])([F:10])[F:9])[N:5]=[N:4][C:3]=1O.P(Br)(Br)([Br:15])=O.O.C(=O)([O-])O.[Na+]. The catalyst is ClCCl. The product is [Br:15][C:3]1[N:4]=[N:5][C:6]([C:8]([F:11])([F:10])[F:9])=[CH:7][C:2]=1[Br:1]. The yield is 0.460. (10) The reactants are [Br:1]Br.[CH3:3][O:4][C:5]1[CH:10]=[CH:9][C:8]([C:11]2[S:15][C:14]([C:16]([O:18][CH2:19][CH3:20])=[O:17])=[N:13][C:12]=2[CH3:21])=[CH:7][CH:6]=1. The catalyst is C(O)(=O)C. The product is [Br:1][C:10]1[CH:9]=[C:8]([C:11]2[S:15][C:14]([C:16]([O:18][CH2:19][CH3:20])=[O:17])=[N:13][C:12]=2[CH3:21])[CH:7]=[CH:6][C:5]=1[O:4][CH3:3]. The yield is 0.885.